Dataset: Peptide-MHC class I binding affinity with 185,985 pairs from IEDB/IMGT. Task: Regression. Given a peptide amino acid sequence and an MHC pseudo amino acid sequence, predict their binding affinity value. This is MHC class I binding data. (1) The peptide sequence is YITDDSDDY. The MHC is HLA-A68:01 with pseudo-sequence HLA-A68:01. The binding affinity (normalized) is 0. (2) The peptide sequence is FQLAAPSGF. The MHC is HLA-A02:12 with pseudo-sequence HLA-A02:12. The binding affinity (normalized) is 0.568. (3) The peptide sequence is RFNAIWFNH. The MHC is HLA-A68:02 with pseudo-sequence HLA-A68:02. The binding affinity (normalized) is 0.0847. (4) The peptide sequence is LTRSGRRAL. The MHC is HLA-B15:01 with pseudo-sequence HLA-B15:01. The binding affinity (normalized) is 0.366. (5) The peptide sequence is NKKTFDHTLMS. The MHC is H-2-Kb with pseudo-sequence H-2-Kb. The binding affinity (normalized) is 0.0556. (6) The peptide sequence is LSVIWMMWY. The MHC is HLA-A02:06 with pseudo-sequence HLA-A02:06. The binding affinity (normalized) is 0.199. (7) The peptide sequence is YQILQPILQR. The MHC is Mamu-B8301 with pseudo-sequence Mamu-B8301. The binding affinity (normalized) is 0.427. (8) The binding affinity (normalized) is 0.741. The peptide sequence is RQFQTAFEF. The MHC is Mamu-B3901 with pseudo-sequence Mamu-B3901.